From a dataset of Catalyst prediction with 721,799 reactions and 888 catalyst types from USPTO. Predict which catalyst facilitates the given reaction. (1) Reactant: [NH2:1][C:2]1[CH:14]=[CH:13][C:12]2[C:11]3[C:6](=[CH:7][CH:8]=[CH:9][CH:10]=3)[C:5]3([C:26]4[CH:25]=[CH:24][CH:23]=[CH:22][C:21]=4[C:20]4[C:15]3=[CH:16][CH:17]=[CH:18][CH:19]=4)[C:4]=2[C:3]=1N.I[C:29]1[CH:34]=[CH:33][C:32]([CH3:35])=[CH:31][CH:30]=1.[CH3:36][C:37]([CH3:40])([O-])[CH3:38].[Na+].[C:51](P([C:51]([CH3:54])([CH3:53])[CH3:52])[C:51]([CH3:54])([CH3:53])[CH3:52])([CH3:54])([CH3:53])[CH3:52]. Product: [CH3:35][C:32]1[CH:33]=[CH:34][C:29]([N:1]([C:17]2[CH:18]=[CH:19][C:20]3[C:21]4[C:26]([C:5]5([C:4]6[CH:3]=[C:2]([N:1]([C:12]7[CH:4]=[CH:53][C:51]([CH3:52])=[CH:54][CH:13]=7)[C:9]7[CH:8]=[CH:7][C:6]([CH3:5])=[CH:11][CH:10]=7)[CH:14]=[CH:13][C:12]=6[C:11]6[C:6]5=[CH:7][CH:8]=[CH:9][CH:10]=6)[C:15]=3[CH:16]=2)=[CH:25][CH:24]=[CH:23][CH:22]=4)[C:2]2[CH:14]=[CH:38][C:37]([CH3:40])=[CH:36][CH:3]=2)=[CH:30][CH:31]=1. The catalyst class is: 718. (2) Reactant: [CH2:1]1[C:10]2[C:5](=[CH:6][CH:7]=[CH:8][CH:9]=2)[CH2:4][CH2:3][NH:2]1.[N+:11]([O-])([O-:13])=[O:12].[K+]. Product: [N+:11]([C:8]1[CH:9]=[C:10]2[C:5]([CH2:4][CH2:3][NH:2][CH2:1]2)=[CH:6][CH:7]=1)([O-:13])=[O:12]. The catalyst class is: 65. (3) Reactant: [CH3:1][O:2][CH2:3][CH2:4][O:5][C:6]1[CH:7]=[C:8]([C:13]2[C:14]3[CH:21]=[C:20]([CH2:22][O:23][C:24]4[N:29]=[CH:28][C:27]([C@@H:30]([C:37]#[C:38][CH3:39])[CH2:31][C:32]([O:34]CC)=[O:33])=[CH:26][CH:25]=4)[CH:19]=[CH:18][C:15]=3[S:16][CH:17]=2)[C:9]([CH3:12])=[N:10][CH:11]=1.[Li+].[OH-].Cl. Product: [CH3:1][O:2][CH2:3][CH2:4][O:5][C:6]1[CH:7]=[C:8]([C:13]2[C:14]3[CH:21]=[C:20]([CH2:22][O:23][C:24]4[N:29]=[CH:28][C:27]([C@@H:30]([C:37]#[C:38][CH3:39])[CH2:31][C:32]([OH:34])=[O:33])=[CH:26][CH:25]=4)[CH:19]=[CH:18][C:15]=3[S:16][CH:17]=2)[C:9]([CH3:12])=[N:10][CH:11]=1. The catalyst class is: 14. (4) Reactant: [O:1]=[C:2]1[C:10]2[C:5](=[CH:6][CH:7]=[CH:8][CH:9]=2)[C:4](=[O:11])[N:3]1[CH2:12][CH2:13][N:14]1[C:23]2[C:18](=[N:19][CH:20]=[C:21]([CH2:24][C:25]3[CH:30]=[CH:29][C:28]([F:31])=[CH:27][CH:26]=3)[CH:22]=2)[C:17]([OH:32])=[C:16]([C:33](OCC)=[O:34])[C:15]1=[O:38].[NH2:39][CH2:40][CH2:41][CH2:42][N:43]1[CH2:47][CH2:46][CH2:45][C:44]1=[O:48].OS([O-])(=O)=O.[Na+]. Product: [F:31][C:28]1[CH:27]=[CH:26][C:25]([CH2:24][C:21]2[CH:22]=[C:23]3[C:18]([C:17]([OH:32])=[C:16]([C:33]([NH:39][CH2:40][CH2:41][CH2:42][N:43]4[CH2:47][CH2:46][CH2:45][C:44]4=[O:48])=[O:34])[C:15](=[O:38])[N:14]3[CH2:13][CH2:12][NH:3][C:2]([C:10]3[C:5]([C:4]([NH:39][CH2:40][CH2:41][CH2:42][N:43]4[CH2:47][CH2:46][CH2:45][C:44]4=[O:48])=[O:11])=[CH:6][CH:7]=[CH:8][CH:9]=3)=[O:1])=[N:19][CH:20]=2)=[CH:30][CH:29]=1. The catalyst class is: 14. (5) Reactant: [F:1][C:2]1[CH:40]=[C:39]([F:41])[CH:38]=[C:37]([F:42])[C:3]=1[CH2:4][N:5]1[C:13]([C:14]2[CH:15]=[C:16]([C:20]#[C:21][C:22]3[CH:23]=[C:24]([CH:30]=[CH:31][CH:32]=3)[C:25]([O:27]CC)=[O:26])[CH:17]=[CH:18][CH:19]=2)=[C:12]2[C:7]([C:8]([C:33]([F:36])([F:35])[F:34])=[CH:9][CH:10]=[CH:11]2)=[N:6]1.[OH-].[Na+]. Product: [F:1][C:2]1[CH:40]=[C:39]([F:41])[CH:38]=[C:37]([F:42])[C:3]=1[CH2:4][N:5]1[C:13]([C:14]2[CH:15]=[C:16]([C:20]#[C:21][C:22]3[CH:23]=[C:24]([CH:30]=[CH:31][CH:32]=3)[C:25]([OH:27])=[O:26])[CH:17]=[CH:18][CH:19]=2)=[C:12]2[C:7]([C:8]([C:33]([F:34])([F:35])[F:36])=[CH:9][CH:10]=[CH:11]2)=[N:6]1. The catalyst class is: 92. (6) Reactant: [OH:1][C:2]1[CH:9]=[CH:8][C:7]([O:10][CH3:11])=[CH:6][C:3]=1[CH:4]=O.Cl.Cl[CH2:14][C:15]1[CH:20]=[CH:19][N:18]=[CH:17][CH:16]=1.C(=O)([O-])[O-].[K+].[K+].[I-].[K+]. Product: [CH3:11][O:10][C:7]1[CH:8]=[CH:9][C:2]2[O:1][C:14]([C:15]3[CH:20]=[CH:19][N:18]=[CH:17][CH:16]=3)=[CH:4][C:3]=2[CH:6]=1. The catalyst class is: 136. (7) Reactant: [NH2:1][CH2:2][CH:3]([S:8]([OH:11])(=[O:10])=[O:9])[CH2:4][C:5]([OH:7])=[O:6].[C:12]1(=[O:18])[O:17][C:15](=[O:16])[CH:14]=[CH:13]1. Product: [C:5]([CH2:4][CH:3]([S:8]([OH:11])(=[O:9])=[O:10])[CH2:2][NH:1][C:12](=[O:18])/[CH:13]=[CH:14]\[C:15]([OH:17])=[O:16])([OH:7])=[O:6]. The catalyst class is: 44.